Dataset: Catalyst prediction with 721,799 reactions and 888 catalyst types from USPTO. Task: Predict which catalyst facilitates the given reaction. Reactant: [C:1]([O:5][C:6]([NH:8][C@@H:9]([CH:27]1[CH2:31][CH2:30][CH2:29][CH2:28]1)[C:10]([N:12]1[C@@H:20]([C:21]#[C:22][Si](C)(C)C)[CH2:19][CH2:18][C@H:13]1[C:14]([O:16]C)=[O:15])=[O:11])=[O:7])([CH3:4])([CH3:3])[CH3:2].O[Li].O. The catalyst class is: 24. Product: [C:1]([O:5][C:6]([NH:8][C@@H:9]([CH:27]1[CH2:28][CH2:29][CH2:30][CH2:31]1)[C:10]([N:12]1[C@@H:20]([C:21]#[CH:22])[CH2:19][CH2:18][C@H:13]1[C:14]([OH:16])=[O:15])=[O:11])=[O:7])([CH3:4])([CH3:2])[CH3:3].